Dataset: CYP1A2 inhibition data for predicting drug metabolism from PubChem BioAssay. Task: Regression/Classification. Given a drug SMILES string, predict its absorption, distribution, metabolism, or excretion properties. Task type varies by dataset: regression for continuous measurements (e.g., permeability, clearance, half-life) or binary classification for categorical outcomes (e.g., BBB penetration, CYP inhibition). Dataset: cyp1a2_veith. (1) The drug is CCn1c(SCc2ccc(Cl)cc2Cl)nc2nc3c(cc2c1=O)CCCC3. The result is 1 (inhibitor). (2) The compound is O=C(Cc1ccccc1)NC1CCN(S(=O)(=O)c2ccc(C(=O)O)cc2)CC1. The result is 0 (non-inhibitor). (3) The drug is C[C@@H]1O[C@@H](O)[C@@H](O)[C@H](O)[C@H]1O. The result is 0 (non-inhibitor). (4) The compound is COC(=O)CNC(=O)C(C)NC(=O)CNC(=O)OCc1ccccc1. The result is 0 (non-inhibitor). (5) The compound is Cc1cccc2cc(=O)[nH]c(C)c12. The result is 1 (inhibitor). (6) The compound is CCC(=O)Nc1cccc(C(=O)/C=C/c2ccccc2)c1. The result is 1 (inhibitor). (7) The molecule is COc1ccccc1CNC(=O)CSc1nc2nc(C)cc(C)n2n1. The result is 0 (non-inhibitor).